This data is from hERG potassium channel inhibition data for cardiac toxicity prediction from Karim et al.. The task is: Regression/Classification. Given a drug SMILES string, predict its toxicity properties. Task type varies by dataset: regression for continuous values (e.g., LD50, hERG inhibition percentage) or binary classification for toxic/non-toxic outcomes (e.g., AMES mutagenicity, cardiotoxicity, hepatotoxicity). Dataset: herg_karim. (1) The compound is O=C(OC1C[C@H]2CC3C[C@H](C1)[NH+]2CC3=O)C1=c2ccccc2=NC1. The result is 1 (blocker). (2) The drug is COc1ccc2ncc(F)c(C[C@H](O)C3CCC(NCc4nc5c(cc4F)OCC(=O)N5)CO3)c2n1. The result is 1 (blocker). (3) The compound is COc1cc2nccc(Oc3ccc(NC(=O)NC4CC4)c(Cl)c3)c2cc1C(N)=O. The result is 0 (non-blocker). (4) The molecule is NC1(C(=O)NC(CCCO)c2ccc(Cl)cc2)CCCN(c2ncnc3[nH]ccc23)C1. The result is 0 (non-blocker). (5) The drug is CCc1c2c(n(C)c1CC)CCC/C2=N\OC(=O)Nc1ccccc1. The result is 0 (non-blocker). (6) The drug is CCOc1cc(CC(=O)N[C@@H](CC(C)C)c2ccccc2N2CCCCC2)ccc1C(=O)O. The result is 0 (non-blocker). (7) The compound is Cc1cnc(NC(=O)[C@H](COC(C)C)Oc2ncnc3c2cnn3-c2ccccc2Cl)cn1. The result is 0 (non-blocker).